From a dataset of Forward reaction prediction with 1.9M reactions from USPTO patents (1976-2016). Predict the product of the given reaction. (1) Given the reactants [C:1]([O:5][C:6]([NH:8][CH2:9][CH2:10][NH:11][CH2:12][C:13]1[CH:14]=[N:15][C:16]([Cl:19])=[CH:17][CH:18]=1)=[O:7])([CH3:4])([CH3:3])[CH3:2].C(N(C(C)C)CC)(C)C.[CH3:29][O:30][C:31]1[CH:36]=[CH:35][C:34]([CH2:37]Cl)=[CH:33][CH:32]=1, predict the reaction product. The product is: [C:1]([O:5][C:6]([NH:8][CH2:9][CH2:10][N:11]([CH2:12][C:13]1[CH:14]=[N:15][C:16]([Cl:19])=[CH:17][CH:18]=1)[CH2:37][C:34]1[CH:35]=[CH:36][C:31]([O:30][CH3:29])=[CH:32][CH:33]=1)=[O:7])([CH3:4])([CH3:2])[CH3:3]. (2) Given the reactants [CH3:1][O:2][C:3]1[CH:8]=[CH:7][C:6]([CH2:9][C:10]([N:12]([CH2:19][C:20]2[CH:25]=[CH:24][C:23]([CH3:26])=[CH:22][CH:21]=2)[CH:13]2[CH2:18][CH2:17][NH:16][CH2:15][CH2:14]2)=[O:11])=[CH:5][CH:4]=1.Cl[CH2:28][CH2:29][CH2:30][N:31]1[C:35]2[CH:36]=[CH:37][CH:38]=[CH:39][C:34]=2[NH:33][C:32]1=[O:40].C(=O)([O-])[O-].[Na+].[Na+], predict the reaction product. The product is: [CH3:1][O:2][C:3]1[CH:4]=[CH:5][C:6]([CH2:9][C:10]([N:12]([CH2:19][C:20]2[CH:21]=[CH:22][C:23]([CH3:26])=[CH:24][CH:25]=2)[CH:13]2[CH2:14][CH2:15][N:16]([CH2:28][CH2:29][CH2:30][N:31]3[C:35]4[CH:36]=[CH:37][CH:38]=[CH:39][C:34]=4[NH:33][C:32]3=[O:40])[CH2:17][CH2:18]2)=[O:11])=[CH:7][CH:8]=1. (3) The product is: [F:15][C:16]1[CH:17]=[C:18]([F:22])[CH:19]=[CH:20][C:21]=1[C:2]1[S:6][C:5](=[N:7][C:8](=[O:10])[CH3:9])[N:4]([CH2:11][CH2:12][O:13][CH3:14])[CH:3]=1. Given the reactants Cl[C:2]1[S:6][C:5](=[N:7][C:8](=[O:10])[CH3:9])[N:4]([CH2:11][CH2:12][O:13][CH3:14])[CH:3]=1.[F:15][C:16]1[CH:21]=[CH:20][CH:19]=[C:18]([F:22])[C:17]=1B(O)O.C([O-])([O-])=O.[Na+].[Na+], predict the reaction product.